Dataset: Forward reaction prediction with 1.9M reactions from USPTO patents (1976-2016). Task: Predict the product of the given reaction. Given the reactants C(=O)([O-])[O-].[K+].[K+].Cl[C:8]1[N:13]=[C:12]2[N:14]([CH3:18])[N:15]=[C:16]([CH3:17])[C:11]2=[CH:10][C:9]=1[CH:19]=[O:20].[CH2:21]([NH:23][CH2:24][C@@H:25]1[CH2:29][CH2:28][CH2:27][O:26]1)[CH3:22].O, predict the reaction product. The product is: [CH2:21]([N:23]([CH2:24][C@@H:25]1[CH2:29][CH2:28][CH2:27][O:26]1)[C:8]1[N:13]=[C:12]2[N:14]([CH3:18])[N:15]=[C:16]([CH3:17])[C:11]2=[CH:10][C:9]=1[CH:19]=[O:20])[CH3:22].